The task is: Predict the product of the given reaction.. This data is from Forward reaction prediction with 1.9M reactions from USPTO patents (1976-2016). Given the reactants Cl[CH2:2][C:3]([NH:5][C:6]1[CH:11]=[CH:10][C:9]([N:12]2[C:16]([CH:17]3[CH2:19][CH2:18]3)=[CH:15][C:14]([CH:20]3[CH2:22][CH2:21]3)=[N:13]2)=[CH:8][CH:7]=1)=[O:4].[NH:23]1[CH2:28][CH2:27][O:26][CH2:25][CH2:24]1.[H-].[Na+].O, predict the reaction product. The product is: [CH:20]1([C:14]2[CH:15]=[C:16]([CH:17]3[CH2:19][CH2:18]3)[N:12]([C:9]3[CH:10]=[CH:11][C:6]([NH:5][C:3](=[O:4])[CH2:2][N:23]4[CH2:28][CH2:27][O:26][CH2:25][CH2:24]4)=[CH:7][CH:8]=3)[N:13]=2)[CH2:22][CH2:21]1.